The task is: Predict the reaction yield, written as a fraction of the theoretical maximum amount of product (1.0 means a 100% yield; for example, 0.34 means a 34% yield).. This data is from Reaction yield outcomes from USPTO patents with 853,638 reactions. (1) The reactants are Br[C:2]1[CH:9]=[C:8]([N:10]2[C:18]3[CH2:17][C:16]([CH3:20])([CH3:19])[CH2:15][C:14](=[O:21])[C:13]=3[C:12]([C:22]([F:25])([F:24])[F:23])=[N:11]2)[CH:7]=[CH:6][C:3]=1[C:4]#[N:5].[CH:26]1([NH2:33])[CH2:31][CH2:30][CH:29]([NH2:32])[CH2:28][CH2:27]1.CC([O-])(C)C.[Na+]. The catalyst is C1(C)C=CC=CC=1.CC([O-])=O.CC([O-])=O.[Pd+2].C1C=CC(P(C2C=CC=CC=2)[C-]2C=CC=C2)=CC=1.C1C=CC(P(C2C=CC=CC=2)[C-]2C=CC=C2)=CC=1.[Fe+2]. The product is [NH2:32][CH:29]1[CH2:30][CH2:31][CH:26]([NH:33][C:2]2[CH:9]=[C:8]([N:10]3[C:18]4[CH2:17][C:16]([CH3:20])([CH3:19])[CH2:15][C:14](=[O:21])[C:13]=4[C:12]([C:22]([F:25])([F:24])[F:23])=[N:11]3)[CH:7]=[CH:6][C:3]=2[C:4]#[N:5])[CH2:27][CH2:28]1. The yield is 0.400. (2) The reactants are [F:1][C:2]1[CH:7]=[CH:6][C:5]([C:8]2[CH:13]=[CH:12][C:11]([C:14]([F:17])([F:16])[F:15])=[CH:10][CH:9]=2)=[CH:4][C:3]=1[C:18]#[N:19].[H][H]. The catalyst is [Pd].C(O)C. The product is [F:1][C:2]1[CH:7]=[CH:6][C:5]([C:8]2[CH:9]=[CH:10][C:11]([C:14]([F:16])([F:17])[F:15])=[CH:12][CH:13]=2)=[CH:4][C:3]=1[CH2:18][NH2:19]. The yield is 0.820. (3) The reactants are [CH2:1]([C:3]1[CH:8]=[CH:7][C:6]([C@H:9]2[CH2:14][C@@H:13]([C:15]([F:18])([F:17])[F:16])[N:12]3[N:19]=[CH:20][C:21]([C:22](O)=[O:23])=[C:11]3[NH:10]2)=[CH:5][CH:4]=1)[CH3:2].CN(C(ON1N=NC2C=CC=NC1=2)=[N+](C)C)C.F[P-](F)(F)(F)(F)F.C(N(CC)C(C)C)(C)C.[F:58][C:59]1[C:60]([CH2:66][NH2:67])=[N:61][CH:62]=[C:63]([CH3:65])[CH:64]=1. No catalyst specified. The product is [CH2:1]([C:3]1[CH:4]=[CH:5][C:6]([C@H:9]2[CH2:14][C@@H:13]([C:15]([F:17])([F:16])[F:18])[N:12]3[N:19]=[CH:20][C:21]([C:22]([NH:67][CH2:66][C:60]4[C:59]([F:58])=[CH:64][C:63]([CH3:65])=[CH:62][N:61]=4)=[O:23])=[C:11]3[NH:10]2)=[CH:7][CH:8]=1)[CH3:2]. The yield is 0.600. (4) The reactants are [CH2:1]([O:3][C:4]1[CH:9]=[C:8]([CH:10]=[CH2:11])[CH:7]=[CH:6][C:5]=1[N+:12]([O-:14])=[O:13])[CH3:2].[CH3:15][N:16]1[CH2:21][CH2:20][NH:19][CH2:18][CH2:17]1. The catalyst is CC(O)C. The product is [CH2:1]([O:3][C:4]1[CH:9]=[C:8]([CH2:10][CH2:11][N:19]2[CH2:20][CH2:21][N:16]([CH3:15])[CH2:17][CH2:18]2)[CH:7]=[CH:6][C:5]=1[N+:12]([O-:14])=[O:13])[CH3:2]. The yield is 0.880. (5) The reactants are [CH3:1][O:2][CH:3]1[C:12]2[C:7](=[CH:8][CH:9]=[C:10]([C:13]3[C:18](=[O:19])[N:17]([CH2:20][C:21]4[CH:26]=[CH:25][C:24]([C:27]5[C:28]([C:33]#[N:34])=[CH:29][CH:30]=[CH:31][CH:32]=5)=[CH:23][CH:22]=4)[C:16]([CH2:35][CH2:36][CH3:37])=[N:15][C:14]=3[CH3:38])[CH:11]=2)[O:6][C:5]([CH3:40])([CH3:39])[CH2:4]1.Cl.[NH2:42]O.[C:44](=[O:47])([O-])[OH:45].[Na+]. The catalyst is CS(C)=O.C(OCC)(=O)C. The product is [CH3:1][O:2][CH:3]1[C:12]2[C:7](=[CH:8][CH:9]=[C:10]([C:13]3[C:18](=[O:19])[N:17]([CH2:20][C:21]4[CH:26]=[CH:25][C:24]([C:27]5[CH:32]=[CH:31][CH:30]=[CH:29][C:28]=5[C:33]5[NH:42][C:44](=[O:47])[O:45][N:34]=5)=[CH:23][CH:22]=4)[C:16]([CH2:35][CH2:36][CH3:37])=[N:15][C:14]=3[CH3:38])[CH:11]=2)[O:6][C:5]([CH3:39])([CH3:40])[CH2:4]1. The yield is 0.640. (6) The reactants are [OH:1][CH:2]([C:17]1[CH:22]=[CH:21][CH:20]=[CH:19][CH:18]=1)[CH2:3][CH2:4][CH2:5][C:6]1[CH:11]=[CH:10][C:9]([CH2:12][C:13]([O:15][CH3:16])=[O:14])=[CH:8][CH:7]=1.CC(OI1(OC(C)=O)(OC(C)=O)OC(=O)C2C=CC=CC1=2)=O.[OH-].[Na+]. The catalyst is C(Cl)Cl. The product is [O:1]=[C:2]([C:17]1[CH:18]=[CH:19][CH:20]=[CH:21][CH:22]=1)[CH2:3][CH2:4][CH2:5][C:6]1[CH:11]=[CH:10][C:9]([CH2:12][C:13]([O:15][CH3:16])=[O:14])=[CH:8][CH:7]=1. The yield is 0.790. (7) The reactants are Br[C:2]1[CH:7]=[CH:6][C:5]([N:8]([C:15]2[C:24]3[C:19](=[CH:20][CH:21]=[CH:22][CH:23]=3)[CH:18]=[CH:17][CH:16]=2)[C:9]2[CH:14]=[CH:13][CH:12]=[CH:11][CH:10]=2)=[CH:4][CH:3]=1.C([Li])CCC.[B:30](OC(C)C)([O:35]C(C)C)[O:31]C(C)C.Cl. The catalyst is CCCCCC.C1(C)C(C)=CC=CC=1. The product is [C:15]1([N:8]([C:5]2[CH:4]=[CH:3][C:2]([B:30]([OH:35])[OH:31])=[CH:7][CH:6]=2)[C:9]2[CH:14]=[CH:13][CH:12]=[CH:11][CH:10]=2)[C:24]2[C:19](=[CH:20][CH:21]=[CH:22][CH:23]=2)[CH:18]=[CH:17][CH:16]=1. The yield is 0.500. (8) The reactants are I[C:2]1[CH:3]=[C:4]2[N:10]=[CH:9][N:8]([CH2:11][C:12]3[CH:17]=[CH:16][C:15]([O:18][CH2:19][C:20]4[CH:21]=[N:22][C:23]([O:26][CH3:27])=[CH:24][CH:25]=4)=[C:14]([O:28][CH3:29])[CH:13]=3)[C:5]2=[N:6][CH:7]=1.[Cu][C:31]#[N:32]. The catalyst is CN(C)C=O. The product is [CH3:29][O:28][C:14]1[CH:13]=[C:12]([CH:17]=[CH:16][C:15]=1[O:18][CH2:19][C:20]1[CH:21]=[N:22][C:23]([O:26][CH3:27])=[CH:24][CH:25]=1)[CH2:11][N:8]1[C:5]2=[N:6][CH:7]=[C:2]([C:31]#[N:32])[CH:3]=[C:4]2[N:10]=[CH:9]1. The yield is 0.660. (9) The product is [NH2:1][C:2]1[NH:3][C:4](=[O:41])[C:5]2[S:10][C:9](=[O:11])[N:8]([C@@H:12]3[O:29][C@H:28]([CH2:30][OH:31])[C@@:23]([CH3:40])([OH:24])[C@H:13]3[OH:14])[C:6]=2[N:7]=1. The catalyst is CO. The reactants are [NH2:1][C:2]1[NH:3][C:4](=[O:41])[C:5]2[S:10][C:9](=[O:11])[N:8]([C@@H:12]3[O:29][C@H:28]([CH2:30][O:31]C(=O)C4C=CC=CC=4)[C@@:23]([CH3:40])([O:24]C(=O)C)[C@H:13]3[O:14]C(=O)C3C=CC=CC=3)[C:6]=2[N:7]=1.C([O-])([O-])=O.[K+].[K+].C(O)(=O)C. The yield is 0.740. (10) The reactants are [F:1][C:2]1[CH:3]=[C:4]([OH:11])[CH:5]=[CH:6][C:7]=1[N+:8]([O-:10])=[O:9].[CH2:12](Br)[C:13]1[CH:18]=[CH:17][CH:16]=[CH:15][CH:14]=1.C(=O)([O-])[O-].[K+].[K+].O. The catalyst is [I-].C([N+](CCCC)(CCCC)CCCC)CCC.CN(C)C=O. The product is [CH2:12]([O:11][C:4]1[CH:5]=[CH:6][C:7]([N+:8]([O-:10])=[O:9])=[C:2]([F:1])[CH:3]=1)[C:13]1[CH:18]=[CH:17][CH:16]=[CH:15][CH:14]=1. The yield is 0.960.